From a dataset of Forward reaction prediction with 1.9M reactions from USPTO patents (1976-2016). Predict the product of the given reaction. (1) The product is: [F:58][C:55]1[CH:54]=[CH:53][C:52]([C:51]2[C:46]([C:8]([N:4]3[CH2:5][CH2:6][CH2:7][C@@H:2]([CH3:1])[C@H:3]3[CH2:23][NH:24][C:25]3[CH:30]=[CH:29][C:28]([C:31]([F:32])([F:34])[F:33])=[CH:27][N:26]=3)=[O:9])=[N:47][C:48]([CH3:59])=[CH:49][CH:50]=2)=[CH:57][CH:56]=1. Given the reactants [CH3:1][C@@H:2]1[CH2:7][CH2:6][CH2:5][N:4]([C:8](C2C=C(C)C=CC=2C2C=NN(C)C=2)=[O:9])[C@@H:3]1[CH2:23][NH:24][C:25]1[CH:30]=[CH:29][C:28]([C:31]([F:34])([F:33])[F:32])=[CH:27][N:26]=1.NC[C@@H]1[C@H](C)CCCN1C([C:46]1[C:51]([C:52]2[CH:57]=[CH:56][C:55]([F:58])=[CH:54][CH:53]=2)=[CH:50][CH:49]=[C:48]([CH3:59])[N:47]=1)=O, predict the reaction product. (2) Given the reactants [C:1]([C:4]1[C:9]([O:10][CH2:11][CH2:12][NH:13][C:14](=[O:20])[O:15][C:16]([CH3:19])([CH3:18])[CH3:17])=[C:8](I)[C:7]([C:22]#[N:23])=[C:6]([Cl:24])[CH:5]=1)(=[O:3])[CH3:2].[CH3:25][C:26]1(C)C(C)(C)OB(C=C)O1.ClCCl.C(=O)([O-])[O-].[K+].[K+], predict the reaction product. The product is: [C:1]([C:4]1[C:9]([O:10][CH2:11][CH2:12][NH:13][C:14](=[O:20])[O:15][C:16]([CH3:19])([CH3:18])[CH3:17])=[C:8]([CH:25]=[CH2:26])[C:7]([C:22]#[N:23])=[C:6]([Cl:24])[CH:5]=1)(=[O:3])[CH3:2]. (3) Given the reactants [N:1]1[N:9]2[C:4]([CH2:5][O:6][CH2:7][CH2:8]2)=[CH:3][C:2]=1[C:10](OCC)=[O:11].[H-].C([Al+]CC(C)C)C(C)C.[Cl-].[NH4+], predict the reaction product. The product is: [N:1]1[N:9]2[C:4]([CH2:5][O:6][CH2:7][CH2:8]2)=[CH:3][C:2]=1[CH2:10][OH:11]. (4) Given the reactants [CH2:1]([O:3][C:4]([C:6]1[CH:7]=[N:8][N:9]([C:11]2[N:15]([CH2:16][O:17][CH2:18][CH2:19][O:20][CH3:21])[C:14]3[CH:22]=[C:23]([Cl:31])[C:24]([S:26]C(C)(C)C)=[CH:25][C:13]=3[N:12]=2)[CH:10]=1)=[O:5])[CH3:2].C(=O)([O-])[O-].[K+].[K+].[N+:38]([C:41]1[CH:46]=[CH:45][CH:44]=[CH:43][C:42]=1[S:47]Cl)([O-:40])=[O:39], predict the reaction product. The product is: [CH2:1]([O:3][C:4]([C:6]1[CH:7]=[N:8][N:9]([C:11]2[N:15]([CH2:16][O:17][CH2:18][CH2:19][O:20][CH3:21])[C:14]3[CH:22]=[C:23]([Cl:31])[C:24]([S:26][S:47][C:42]4[CH:43]=[CH:44][CH:45]=[CH:46][C:41]=4[N+:38]([O-:40])=[O:39])=[CH:25][C:13]=3[N:12]=2)[CH:10]=1)=[O:5])[CH3:2]. (5) Given the reactants C([O:3][C:4](=[O:25])[C:5]([O:15][C:16]1[CH:24]=[CH:23][C:19]2[O:20][CH2:21][O:22][C:18]=2[CH:17]=1)([CH3:14])[CH2:6][C:7]1[CH:12]=[CH:11][C:10](O)=[CH:9][CH:8]=1)C.[CH3:26][C:27]1[O:31][C:30]([C:32]2([CH3:38])[CH2:37][CH2:36][CH2:35][CH2:34][CH2:33]2)=[N:29][C:28]=1[CH2:39][CH2:40][O:41]S(C1C=CC(C)=CC=1)(=O)=O, predict the reaction product. The product is: [O:20]1[C:19]2[CH:23]=[CH:24][C:16]([O:15][C:5]([CH3:14])([CH2:6][C:7]3[CH:12]=[CH:11][C:10]([O:41][CH2:40][CH2:39][C:28]4[N:29]=[C:30]([C:32]5([CH3:38])[CH2:33][CH2:34][CH2:35][CH2:36][CH2:37]5)[O:31][C:27]=4[CH3:26])=[CH:9][CH:8]=3)[C:4]([OH:25])=[O:3])=[CH:17][C:18]=2[O:22][CH2:21]1. (6) Given the reactants Cl[C:2]1[CH:3]=[C:4]([C:8]2[C:13]3[O:14][C:15]4[CH:20]=[CH:19][CH:18]=[CH:17][C:16]=4[C:12]=3[CH:11]=[CH:10][CH:9]=2)[CH:5]=[CH:6][CH:7]=1.[CH:21]1[C:26]2[NH:27][C:28]3[C:29](=[CH:30][CH:31]=[C:32]4[C:40]=3[NH:39][C:38]3[C:33]4=[CH:34][CH:35]=[CH:36][CH:37]=3)[C:25]=2[CH:24]=[CH:23][CH:22]=1.CC(C)([O-])C.[Na+].C(P(C(C)(C)C)C(C)(C)C)(C)(C)C, predict the reaction product. The product is: [CH:11]1[C:12]2[C:16]3[CH:17]=[CH:18][CH:19]=[CH:20][C:15]=3[O:14][C:13]=2[C:8]([C:4]2[CH:3]=[C:2]([N:27]3[C:28]4[C:29](=[CH:30][CH:31]=[C:32]5[C:33]6[CH:34]=[CH:35][CH:36]=[CH:37][C:38]=6[NH:39][C:40]5=4)[C:25]4[C:26]3=[CH:21][CH:22]=[CH:23][CH:24]=4)[CH:7]=[CH:6][CH:5]=2)=[CH:9][CH:10]=1. (7) Given the reactants [CH:1]1([O:6][C:7]2[CH:12]=[CH:11][C:10]([N+:13]([O-])=O)=[CH:9][N:8]=2)[CH2:5][CH2:4][CH2:3][CH2:2]1, predict the reaction product. The product is: [CH:1]1([O:6][C:7]2[N:8]=[CH:9][C:10]([NH2:13])=[CH:11][CH:12]=2)[CH2:2][CH2:3][CH2:4][CH2:5]1. (8) The product is: [C:24]([C:2]1[N:6]([NH:7][C:8](=[O:18])[C:9]2[CH:14]=[CH:13][CH:12]=[CH:11][C:10]=2[O:15][CH2:16][CH3:17])[C:5]([CH2:19][CH2:20][CH3:21])=[N:4][C:3]=1[CH3:22])#[N:25]. Given the reactants Br[C:2]1[N:6]([NH:7][C:8](=[O:18])[C:9]2[CH:14]=[CH:13][CH:12]=[CH:11][C:10]=2[O:15][CH2:16][CH3:17])[C:5]([CH2:19][CH2:20][CH3:21])=[N:4][C:3]=1[CH3:22].[Cu][C:24]#[N:25].N1C=CC=CC=1.[I-].[K+], predict the reaction product.